From a dataset of Forward reaction prediction with 1.9M reactions from USPTO patents (1976-2016). Predict the product of the given reaction. (1) Given the reactants [CH3:1][NH:2][CH2:3][C:4]([O:6][C@H:7]([CH3:45])[CH2:8][N:9]1[C:13]([CH3:14])=[C:12]([C:15](=[O:37])[NH:16][C:17]2[CH:22]=[CH:21][C:20]([O:23][C:24]3[C:33]4[C:28](=[CH:29][C:30]([O:34][CH3:35])=[CH:31][CH:32]=4)[N:27]=[CH:26][CH:25]=3)=[C:19]([F:36])[CH:18]=2)[C:11](=[O:38])[N:10]1[C:39]1[CH:44]=[CH:43][CH:42]=[CH:41][CH:40]=1)=[O:5].[OH:46][S:47]([OH:50])(=[O:49])=[O:48], predict the reaction product. The product is: [S:47]([OH:50])([OH:49])(=[O:48])=[O:46].[CH3:1][NH:2][CH2:3][C:4]([O:6][C@H:7]([CH3:45])[CH2:8][N:9]1[C:13]([CH3:14])=[C:12]([C:15](=[O:37])[NH:16][C:17]2[CH:22]=[CH:21][C:20]([O:23][C:24]3[C:33]4[C:28](=[CH:29][C:30]([O:34][CH3:35])=[CH:31][CH:32]=4)[N:27]=[CH:26][CH:25]=3)=[C:19]([F:36])[CH:18]=2)[C:11](=[O:38])[N:10]1[C:39]1[CH:40]=[CH:41][CH:42]=[CH:43][CH:44]=1)=[O:5]. (2) Given the reactants [Br:1][C:2]1[CH:3]=[N:4][C:5]([C:8]#N)=[N:6][CH:7]=1.[OH-:10].[Na+].Cl.[OH2:13], predict the reaction product. The product is: [Br:1][C:2]1[CH:3]=[N:4][C:5]([C:8]([OH:13])=[O:10])=[N:6][CH:7]=1. (3) Given the reactants [CH:1]1([CH2:6][C:7]([NH:9][C:10]2[C:15]([CH3:16])=[CH:14][C:13]([N+:17]([O-])=O)=[CH:12][C:11]=2[CH3:20])=[O:8])[CH2:5][CH2:4][CH2:3][CH2:2]1.C(=O)([O-])[O-].[Na+].[Na+], predict the reaction product. The product is: [NH2:17][C:13]1[CH:12]=[C:11]([CH3:20])[C:10]([NH:9][C:7](=[O:8])[CH2:6][CH:1]2[CH2:5][CH2:4][CH2:3][CH2:2]2)=[C:15]([CH3:16])[CH:14]=1. (4) Given the reactants [Cl:1][C:2]1[CH:3]=[C:4]([C:9]2[CH:13]=[C:12]([C:14]([O:16][C:17]([CH3:20])([CH3:19])[CH3:18])=[O:15])[NH:11][N:10]=2)[CH:5]=[CH:6][C:7]=1[Cl:8].Br[CH2:22][C:23]1[CH:32]=[CH:31][C:26]([C:27]([O:29][CH3:30])=[O:28])=[CH:25][N:24]=1.C(=O)([O-])[O-].[Cs+].[Cs+], predict the reaction product. The product is: [C:17]([O:16][C:14]([C:12]1[N:11]([CH2:22][C:23]2[CH:32]=[CH:31][C:26]([C:27]([O:29][CH3:30])=[O:28])=[CH:25][N:24]=2)[N:10]=[C:9]([C:4]2[CH:5]=[CH:6][C:7]([Cl:8])=[C:2]([Cl:1])[CH:3]=2)[CH:13]=1)=[O:15])([CH3:20])([CH3:19])[CH3:18]. (5) Given the reactants O=[C:2]1[CH2:11][CH2:10][C:9]2[C:4](=[CH:5][CH:6]=[CH:7][CH:8]=2)[CH:3]1[C:12]([O:14]CC)=O.[C:17]([C:21]1[N:22]=[C:23]([NH:26][NH2:27])[S:24][CH:25]=1)([CH3:20])([CH3:19])[CH3:18].[ClH:28], predict the reaction product. The product is: [ClH:28].[C:17]([C:21]1[N:22]=[C:23]([N:26]2[C:12]([OH:14])=[C:3]3[C:2]([CH2:11][CH2:10][C:9]4[CH:8]=[CH:7][CH:6]=[CH:5][C:4]=43)=[N:27]2)[S:24][CH:25]=1)([CH3:20])([CH3:18])[CH3:19]. (6) The product is: [CH3:39][O:38][CH2:37][CH2:36][CH2:35][N:31]1[C:30]2[CH:40]=[C:26]([CH2:25][O:24][CH:9]3[CH:8]([C:5]4[CH:6]=[CH:7][C:2]([O:1][CH2:42][CH2:43][CH3:44])=[CH:3][CH:4]=4)[CH2:13][CH2:12][N:11]([C:14]([O:16][CH2:17][C:18]4[CH:19]=[CH:20][CH:21]=[CH:22][CH:23]=4)=[O:15])[CH2:10]3)[CH:27]=[CH:28][C:29]=2[O:34][CH2:33][CH2:32]1. Given the reactants [OH:1][C:2]1[CH:7]=[CH:6][C:5]([CH:8]2[CH2:13][CH2:12][N:11]([C:14]([O:16][CH2:17][C:18]3[CH:23]=[CH:22][CH:21]=[CH:20][CH:19]=3)=[O:15])[CH2:10][CH:9]2[O:24][CH2:25][C:26]2[CH:27]=[CH:28][C:29]3[O:34][CH2:33][CH2:32][N:31]([CH2:35][CH2:36][CH2:37][O:38][CH3:39])[C:30]=3[CH:40]=2)=[CH:4][CH:3]=1.I[CH2:42][CH2:43][CH3:44], predict the reaction product. (7) Given the reactants [CH3:1][N:2]1[CH:6]=[N:5][N:4]=[C:3]1[SH:7].[H-].[Na+].Cl[C:11]1[C:12]([C:17]#[N:18])=[N:13][CH:14]=[CH:15][N:16]=1, predict the reaction product. The product is: [CH3:1][N:2]1[CH:6]=[N:5][N:4]=[C:3]1[S:7][C:11]1[C:12]([C:17]#[N:18])=[N:13][CH:14]=[CH:15][N:16]=1. (8) Given the reactants C(O[C:4](=[O:17])/[C:5](/[C:15]#[N:16])=[CH:6]\[NH:7][C:8]1[CH:13]=[CH:12][C:11]([I:14])=[CH:10][CH:9]=1)C.C(OC(=O)/C(/C#N)=C/NC1C=CC(I)=CC=1)C.CCOCC, predict the reaction product. The product is: [I:14][C:11]1[CH:12]=[C:13]2[C:8](=[CH:9][CH:10]=1)[NH:7][CH:6]=[C:5]([C:15]#[N:16])[C:4]2=[O:17]. (9) Given the reactants Cl.[C:2]([NH:7][CH:8]([CH2:14][SH:15])[C:9]([O:11][CH2:12][CH3:13])=[O:10])(=O)[CH2:3][CH2:4][CH3:5], predict the reaction product. The product is: [CH2:3]([C:2]1[S:15][CH:14]=[C:8]([C:9]([O:11][CH2:12][CH3:13])=[O:10])[N:7]=1)[CH2:4][CH3:5].